From a dataset of Forward reaction prediction with 1.9M reactions from USPTO patents (1976-2016). Predict the product of the given reaction. (1) The product is: [CH2:1]([O:4][CH2:5][C@H:6]([NH:11][C:12]([O:14][C:15]([CH3:18])([CH3:17])[CH3:16])=[O:13])[C:7]([OH:9])=[O:8])[CH:2]=[CH2:3]. Given the reactants [CH2:1]([O:4][CH2:5][C@H:6]([NH:11][C:12]([O:14][C:15]([CH3:18])([CH3:17])[CH3:16])=[O:13])[C:7]([O:9]C)=[O:8])[CH:2]=[CH2:3].BrCC=C, predict the reaction product. (2) Given the reactants [F:1][C:2]1[CH:3]=[C:4](B(O)O)[CH:5]=[CH:6][CH:7]=1.C1(P(C2CCCCC2)C2CCCCC2)CCCCC1.[Cl:30][C:31]1[CH:36]=[C:35](I)[C:34]([Cl:38])=[CH:33][N:32]=1.P([O-])([O-])([O-])=O.[K+].[K+].[K+], predict the reaction product. The product is: [Cl:30][C:31]1[CH:36]=[C:35]([C:4]2[CH:5]=[CH:6][CH:7]=[C:2]([F:1])[CH:3]=2)[C:34]([Cl:38])=[CH:33][N:32]=1. (3) The product is: [Cl:1][C:2]1[CH:7]=[CH:6][C:5]([S:8]([NH:11][C:12]2[C:13]([C:19]3[N:41]([C:40]4[CH:42]=[C:43]([F:46])[CH:44]=[CH:45][C:39]=4[O:37][CH3:38])[CH:27]=[N:22][N:21]=3)=[N:14][CH:15]=[C:16]([Cl:18])[CH:17]=2)(=[O:9])=[O:10])=[CH:4][C:3]=1[C:23]([F:24])([F:26])[F:25]. Given the reactants [Cl:1][C:2]1[CH:7]=[CH:6][C:5]([S:8]([NH:11][C:12]2[C:13]([C:19]([NH:21][NH2:22])=O)=[N:14][CH:15]=[C:16]([Cl:18])[CH:17]=2)(=[O:10])=[O:9])=[CH:4][C:3]=1[C:23]([F:26])([F:25])[F:24].[CH3:27]OC(OC)OC.C(#N)C.[O:37]([C:39]1[CH:45]=[CH:44][C:43]([F:46])=[CH:42][C:40]=1[NH2:41])[CH3:38], predict the reaction product. (4) Given the reactants [CH3:1][C:2]1[C:6]([C:7]2[N:8]([C:19]3[CH:24]=[CH:23][C:22]([OH:25])=[CH:21][CH:20]=3)[C:9]3[C:14]([C:15]=2[C:16](Cl)=[O:17])=[CH:13][CH:12]=[CH:11][CH:10]=3)=[C:5]([CH3:26])[O:4][N:3]=1.Cl.NO.[OH-:30].[K+].[CH3:32]O, predict the reaction product. The product is: [NH2:3][OH:4].[CH3:1][C:2]1[C:6]([C:7]2[N:8]([C:19]3[CH:24]=[CH:23][C:22]([OH:25])=[CH:21][CH:20]=3)[C:9]3[C:14]([C:15]=2[C:16]([O:30][CH3:32])=[O:17])=[CH:13][CH:12]=[CH:11][CH:10]=3)=[C:5]([CH3:26])[O:4][N:3]=1. (5) Given the reactants [F:1][C:2]1[CH:7]=[CH:6][C:5]([Mg]Br)=[CH:4][CH:3]=1.[CH3:10][N:11]1[C:15]([CH:16]=[O:17])=[CH:14][N:13]=[CH:12]1.C(=O)C1C=CC=NC=1, predict the reaction product. The product is: [F:1][C:2]1[CH:7]=[CH:6][C:5]([CH:16]([C:15]2[N:11]([CH3:10])[CH:12]=[N:13][CH:14]=2)[OH:17])=[CH:4][CH:3]=1. (6) Given the reactants [I:1][C:2]1[C:6]2[CH:7]=[N:8][CH:9]=[CH:10][C:5]=2[NH:4][CH:3]=1.C(=O)([O-])[O-].[Cs+].[Cs+].[O:17]1[CH2:20][CH:19](OS(C(F)(F)F)(=O)=O)[CH2:18]1, predict the reaction product. The product is: [I:1][C:2]1[C:6]2[CH:7]=[N:8][CH:9]=[CH:10][C:5]=2[N:4]([CH:19]2[CH2:20][O:17][CH2:18]2)[CH:3]=1.